From a dataset of Full USPTO retrosynthesis dataset with 1.9M reactions from patents (1976-2016). Predict the reactants needed to synthesize the given product. (1) Given the product [ClH:15].[I:1][C:2]1[CH:3]=[C:4]([NH2:12])[CH:5]=[C:6]2[C:10]=1[NH:9][C:8]([CH3:11])=[CH:7]2, predict the reactants needed to synthesize it. The reactants are: [I:1][C:2]1[CH:3]=[C:4]([N+:12]([O-])=O)[CH:5]=[C:6]2[C:10]=1[NH:9][CH:8]([CH3:11])[CH2:7]2.[Cl-:15].[NH4+]. (2) Given the product [CH3:29][N:27]([CH3:28])[C:25]([C@@H:15]1[CH2:14][C@@H:13]([O:12][CH2:11][CH2:10][CH2:9][OH:8])[CH2:17][N:16]1[C:18]([O:20][C:21]([CH3:23])([CH3:22])[CH3:24])=[O:19])=[O:26], predict the reactants needed to synthesize it. The reactants are: [Si]([O:8][CH2:9][CH2:10][CH2:11][O:12][C@H:13]1[CH2:17][N:16]([C:18]([O:20][C:21]([CH3:24])([CH3:23])[CH3:22])=[O:19])[C@H:15]([C:25]([N:27]([CH3:29])[CH3:28])=[O:26])[CH2:14]1)(C(C)(C)C)(C)C.CCCC[N+](CCCC)(CCCC)CCCC.[F-].O. (3) Given the product [Cl:19][C:7]1[C:6]2[CH:1]=[CH:2][CH:3]=[CH:4][C:5]=2[O:11][C:10]2[CH:12]=[CH:13][CH:14]=[CH:15][C:9]=2[N:8]=1, predict the reactants needed to synthesize it. The reactants are: [CH:1]1[C:6]2[C:7](=O)[NH:8][C:9]3[CH:15]=[CH:14][CH:13]=[CH:12][C:10]=3[O:11][C:5]=2[CH:4]=[CH:3][CH:2]=1.O=P(Cl)(Cl)[Cl:19]. (4) Given the product [F:16][C:15]([F:17])([F:18])[O:14][C:11]1[CH:10]=[CH:9][C:8]([C:7]#[C:6][CH2:5][CH2:4][C:3]([OH:19])=[O:2])=[CH:13][CH:12]=1, predict the reactants needed to synthesize it. The reactants are: C[O:2][C:3](=[O:19])[CH2:4][CH2:5][C:6]#[C:7][C:8]1[CH:13]=[CH:12][C:11]([O:14][C:15]([F:18])([F:17])[F:16])=[CH:10][CH:9]=1.[Li+].[OH-]. (5) Given the product [C:22]1([CH:9]([NH2:8])[CH2:10][NH2:11])[CH:27]=[CH:26][CH:25]=[CH:24][CH:23]=1, predict the reactants needed to synthesize it. The reactants are: BrC1C=C([NH:8][CH:9]([C:22]2[CH:27]=[CH:26][CH:25]=[CH:24][CH:23]=2)[CH2:10][N:11]2C(=O)C3C(=CC=CC=3)C2=O)C=NC=1.O.NN.